Dataset: Full USPTO retrosynthesis dataset with 1.9M reactions from patents (1976-2016). Task: Predict the reactants needed to synthesize the given product. (1) Given the product [F:15][C:16]1[C:29]2[C:28](=[O:30])[C:27]3[C:22](=[CH:23][CH:24]=[CH:25][CH:26]=3)[S:21][C:20]=2[C:19]([C:2]2[O:3][C:4]([N:9]3[CH2:14][CH2:13][O:12][CH2:11][CH2:10]3)=[CH:5][C:6](=[O:8])[CH:7]=2)=[CH:18][CH:17]=1, predict the reactants needed to synthesize it. The reactants are: Cl[C:2]1[O:3][C:4]([N:9]2[CH2:14][CH2:13][O:12][CH2:11][CH2:10]2)=[CH:5][C:6](=[O:8])[CH:7]=1.[F:15][C:16]1[C:29]2[C:28](=[O:30])[C:27]3[C:22](=[CH:23][CH:24]=[CH:25][CH:26]=3)[S:21][C:20]=2[C:19](B2OC(C)(C)C(C)(C)O2)=[CH:18][CH:17]=1.C(=O)([O-])[O-].[K+].[K+].N#N. (2) Given the product [N:1]1[CH:2]=[C:3]([C:10]([Cl:16])=[O:12])[N:4]2[CH:9]=[CH:8][CH:7]=[CH:6][C:5]=12, predict the reactants needed to synthesize it. The reactants are: [N:1]1[CH:2]=[C:3]([C:10]([OH:12])=O)[N:4]2[CH:9]=[CH:8][CH:7]=[CH:6][C:5]=12.C(Cl)(=O)C([Cl:16])=O.CN(C=O)C. (3) Given the product [NH:26]1[C:34]2=[N:33][CH:32]=[CH:31][CH:30]=[C:29]2[C:28](/[CH:35]=[C:7]2\[O:8][C:4]3[C:3]([CH2:12][N:13]4[CH2:14][CH2:15][N:16]([C:19]([O:21][C:22]([CH3:25])([CH3:24])[CH3:23])=[O:20])[CH2:17][CH2:18]4)=[C:2]([OH:1])[CH:11]=[CH:10][C:5]=3[C:6]\2=[O:9])=[CH:27]1, predict the reactants needed to synthesize it. The reactants are: [OH:1][C:2]1[CH:11]=[CH:10][C:5]2[C:6](=[O:9])[CH2:7][O:8][C:4]=2[C:3]=1[CH2:12][N:13]1[CH2:18][CH2:17][N:16]([C:19]([O:21][C:22]([CH3:25])([CH3:24])[CH3:23])=[O:20])[CH2:15][CH2:14]1.[NH:26]1[C:34]2[C:29](=[CH:30][CH:31]=[CH:32][N:33]=2)[C:28]([CH:35]=O)=[CH:27]1.N1CCCCC1. (4) Given the product [ClH:23].[Cl:23][C:20]1[CH:21]=[CH:22][C:17]2[N:16]([CH2:24][C:25]([CH3:26])([CH3:28])[CH3:27])[C:15](=[O:29])[C@@H:14]([CH2:30][C:31]([NH:33][CH2:34][C:35]3[CH:40]=[CH:39][CH:38]=[CH:37][C:36]=3[F:41])=[O:32])[O:13][C@H:12]([C:8]3[CH:9]=[CH:10][CH:11]=[C:6]([O:5][CH2:4][CH2:3][NH:2][CH2:53][CH2:52][CH2:51][CH2:50][C:44]4[CH:49]=[CH:48][CH:47]=[CH:46][CH:45]=4)[C:7]=3[O:42][CH3:43])[C:18]=2[CH:19]=1, predict the reactants needed to synthesize it. The reactants are: Cl.[NH2:2][CH2:3][CH2:4][O:5][C:6]1[C:7]([O:42][CH3:43])=[C:8]([C@@H:12]2[C:18]3[CH:19]=[C:20]([Cl:23])[CH:21]=[CH:22][C:17]=3[N:16]([CH2:24][C:25]([CH3:28])([CH3:27])[CH3:26])[C:15](=[O:29])[C@@H:14]([CH2:30][C:31]([NH:33][CH2:34][C:35]3[CH:40]=[CH:39][CH:38]=[CH:37][C:36]=3[F:41])=[O:32])[O:13]2)[CH:9]=[CH:10][CH:11]=1.[C:44]1([CH2:50][CH2:51][CH2:52][CH:53]=O)[CH:49]=[CH:48][CH:47]=[CH:46][CH:45]=1.